This data is from NCI-60 drug combinations with 297,098 pairs across 59 cell lines. The task is: Regression. Given two drug SMILES strings and cell line genomic features, predict the synergy score measuring deviation from expected non-interaction effect. (1) Drug 1: C1CC(=O)NC(=O)C1N2CC3=C(C2=O)C=CC=C3N. Drug 2: C1CNP(=O)(OC1)N(CCCl)CCCl. Cell line: NCI-H322M. Synergy scores: CSS=5.89, Synergy_ZIP=-0.551, Synergy_Bliss=1.22, Synergy_Loewe=3.05, Synergy_HSA=2.74. (2) Drug 1: CCC1=C2CN3C(=CC4=C(C3=O)COC(=O)C4(CC)O)C2=NC5=C1C=C(C=C5)O. Drug 2: CC12CCC3C(C1CCC2OP(=O)(O)O)CCC4=C3C=CC(=C4)OC(=O)N(CCCl)CCCl.[Na+]. Cell line: HCT-15. Synergy scores: CSS=62.1, Synergy_ZIP=-0.853, Synergy_Bliss=-5.61, Synergy_Loewe=-7.50, Synergy_HSA=-5.89. (3) Drug 1: C1CN1P(=S)(N2CC2)N3CC3. Drug 2: C1=NNC2=C1C(=O)NC=N2. Cell line: NCIH23. Synergy scores: CSS=13.2, Synergy_ZIP=-1.68, Synergy_Bliss=-1.10, Synergy_Loewe=-7.44, Synergy_HSA=-1.80. (4) Drug 1: CC1=C2C(C(=O)C3(C(CC4C(C3C(C(C2(C)C)(CC1OC(=O)C(C(C5=CC=CC=C5)NC(=O)OC(C)(C)C)O)O)OC(=O)C6=CC=CC=C6)(CO4)OC(=O)C)O)C)O. Drug 2: CN(C(=O)NC(C=O)C(C(C(CO)O)O)O)N=O. Cell line: HCC-2998. Synergy scores: CSS=14.5, Synergy_ZIP=-5.00, Synergy_Bliss=-6.87, Synergy_Loewe=-35.7, Synergy_HSA=-10.4.